From a dataset of Reaction yield outcomes from USPTO patents with 853,638 reactions. Predict the reaction yield, written as a fraction of the theoretical maximum amount of product (1.0 means a 100% yield; for example, 0.34 means a 34% yield). (1) The reactants are [I:1][C:2]1[CH:7]=[CH:6][C:5]([CH2:8]I)=[CH:4][N:3]=1.[Br:10][C:11]1[C:12](=[O:28])[NH:13][C:14]([CH3:27])=[CH:15][C:16]=1[O:17][CH2:18][C:19]1[CH:24]=[CH:23][C:22]([F:25])=[CH:21][C:20]=1[F:26].[H-].[Na+]. The catalyst is O1CCCC1.CN(C)C=O.O. The product is [Br:10][C:11]1[C:12](=[O:28])[N:13]([CH2:8][C:5]2[CH:4]=[N:3][C:2]([I:1])=[CH:7][CH:6]=2)[C:14]([CH3:27])=[CH:15][C:16]=1[O:17][CH2:18][C:19]1[CH:24]=[CH:23][C:22]([F:25])=[CH:21][C:20]=1[F:26]. The yield is 0.730. (2) The reactants are [F:1][C:2]([F:15])([F:14])[S:3](O[S:3]([C:2]([F:15])([F:14])[F:1])(=[O:5])=[O:4])(=[O:5])=[O:4].[N+:16]([C:19]1[CH:20]=[C:21]([CH:23]=[CH:24][CH:25]=1)[NH2:22])([O-:18])=[O:17].C(N(CC)CC)C. The catalyst is C(Cl)(Cl)Cl. The product is [F:1][C:2]([F:15])([F:14])[S:3]([NH:22][C:21]1[CH:23]=[CH:24][CH:25]=[C:19]([N+:16]([O-:18])=[O:17])[CH:20]=1)(=[O:5])=[O:4]. The yield is 0.330.